This data is from Full USPTO retrosynthesis dataset with 1.9M reactions from patents (1976-2016). The task is: Predict the reactants needed to synthesize the given product. (1) Given the product [NH2:10][C:11]1[CH:16]=[CH:15][C:14]([C:17]([CH3:20])([CH3:19])[CH3:18])=[C:13]([NH:21][CH:22]=[O:23])[CH:12]=1, predict the reactants needed to synthesize it. The reactants are: C(OC(=O)[NH:10][C:11]1[CH:16]=[CH:15][C:14]([C:17]([CH3:20])([CH3:19])[CH3:18])=[C:13]([NH:21][CH:22]=[O:23])[CH:12]=1)C1C=CC=CC=1.CO. (2) Given the product [Br:1][C:2]1[N:7]2[CH:8]=[N:9][CH:10]=[C:6]2[C:5]([N:38]2[CH2:39][CH2:40][C@H:36]([N:35]([CH3:41])[CH3:34])[CH2:37]2)=[N:4][C:3]=1[Cl:12], predict the reactants needed to synthesize it. The reactants are: [Br:1][C:2]1[N:7]2[CH:8]=[N:9][CH:10]=[C:6]2[C:5](O)=[N:4][C:3]=1[Cl:12].C(N(CC)CC)C.CS(Cl)(=O)=O.C(N(CC)C(C)C)(C)C.[CH3:34][N:35]([CH3:41])[C@H:36]1[CH2:40][CH2:39][NH:38][CH2:37]1. (3) Given the product [NH2:22][C:17]1[CH:18]=[CH:19][CH:20]=[CH:21][C:16]=1[S:13]([NH:12][C:10]1[CH:11]=[C:2]([F:1])[CH:3]=[C:4]2[C:9]=1[N:8]=[CH:7][CH:6]=[CH:5]2)(=[O:15])=[O:14], predict the reactants needed to synthesize it. The reactants are: [F:1][C:2]1[CH:3]=[C:4]2[C:9](=[C:10]([NH:12][S:13]([C:16]3[CH:21]=[CH:20][CH:19]=[CH:18][C:17]=3[N+:22]([O-])=O)(=[O:15])=[O:14])[CH:11]=1)[N:8]=[CH:7][CH:6]=[CH:5]2.Cl[Sn]Cl. (4) Given the product [CH3:1][O:2][C:3]1[CH:4]=[CH:5][C:6]([CH2:7][N:8]2[C:9]3[CH:17]=[CH:16][CH:15]=[CH:14][C:10]=3[C:11](=[O:13])[O:12][C:21]2=[O:23])=[CH:18][CH:19]=1, predict the reactants needed to synthesize it. The reactants are: [CH3:1][O:2][C:3]1[CH:19]=[CH:18][C:6]([CH2:7][NH:8][C:9]2[CH:17]=[CH:16][CH:15]=[CH:14][C:10]=2[C:11]([OH:13])=[O:12])=[CH:5][CH:4]=1.Cl[C:21](Cl)([O:23]C(=O)OC(Cl)(Cl)Cl)Cl. (5) Given the product [CH:23]1[C:24]([CH2:27][CH2:28][C:29]2[C:37]3[C:36]([N:35]=[C:34]([NH2:39])[NH:33][C:32]=3[NH:31][CH:30]=2)=[O:38])=[CH:25][CH:26]=[C:21]([C:20]([NH:19][C@H:18]([C:17]([O-:48])=[O:16])[CH2:41][CH2:42][C:43]([O-:45])=[O:44])=[O:40])[CH:22]=1.[CH:23]1[C:24]([CH2:27][CH2:28][C:29]2[C:37]3[C:36]([N:35]=[C:34]([NH2:39])[NH:33][C:32]=3[NH:31][CH:30]=2)=[O:38])=[CH:25][CH:26]=[C:21]([C:20]([NH:19][C@H:18]([C:17]([O-:48])=[O:16])[CH2:41][CH2:42][C:43]([O-:45])=[O:44])=[O:40])[CH:22]=1.[OH2:10].[OH2:1].[OH2:10].[OH2:10].[OH2:10].[Na+:2].[Na+:2].[Na+:2].[Na+:2], predict the reactants needed to synthesize it. The reactants are: [OH-:1].[Na+:2].C1(C)C=CC(S(O)(=O)=[O:10])=CC=1.C([O:16][C:17](=[O:48])[C@H:18]([CH2:41][CH2:42][C:43]([O:45]CC)=[O:44])[NH:19][C:20](=[O:40])[C:21]1[CH:26]=[CH:25][C:24]([CH2:27][CH2:28][C:29]2[C:37]3[C:36](=[O:38])[NH:35][C:34]([NH2:39])=[N:33][C:32]=3[NH:31][CH:30]=2)=[CH:23][CH:22]=1)C.Cl.[Na+].[Cl-]. (6) Given the product [NH2:1][CH:2]([CH2:19][C:20]1[CH:25]=[CH:24][CH:23]=[C:22]([O:26][C:27]([F:31])([F:32])[CH:28]([F:29])[F:30])[CH:21]=1)[CH:3]([C:5]1[CH:10]=[CH:9][C:8]([OH:11])=[CH:7][CH:6]=1)[OH:4], predict the reactants needed to synthesize it. The reactants are: [NH2:1][CH:2]([CH2:19][C:20]1[CH:25]=[CH:24][CH:23]=[C:22]([O:26][C:27]([F:32])([F:31])[CH:28]([F:30])[F:29])[CH:21]=1)[CH:3]([C:5]1[CH:10]=[CH:9][C:8]([O:11]CC2C=CC=CC=2)=[CH:7][CH:6]=1)[OH:4]. (7) Given the product [CH3:1][O:2][C:3]1[CH:4]=[C:5]([NH:6][S:20]([CH2:23][C:24]([O:26][CH2:17][CH3:18])=[O:25])(=[O:22])=[O:21])[CH:7]=[CH:8][C:9]=1[O:10][CH3:11], predict the reactants needed to synthesize it. The reactants are: [CH3:1][O:2][C:3]1[CH:4]=[C:5]([CH:7]=[CH:8][C:9]=1[O:10][CH3:11])[NH2:6].C(N([CH2:17][CH3:18])CC)C.Cl[S:20]([CH2:23][C:24]([O:26]C)=[O:25])(=[O:22])=[O:21].